Dataset: Forward reaction prediction with 1.9M reactions from USPTO patents (1976-2016). Task: Predict the product of the given reaction. (1) The product is: [C:14]([C:10]1[CH:11]=[C:12]2[C:7](=[CH:8][CH:9]=1)[NH:6][CH2:5][C@@H:4]([NH:3][C:16](=[O:25])[C@@H:17]([OH:18])[C:19]1[CH:24]=[CH:23][CH:22]=[CH:21][CH:20]=1)[CH2:13]2)#[N:15]. Given the reactants Cl.Cl.[NH2:3][CH:4]1[CH2:13][C:12]2[C:7](=[CH:8][CH:9]=[C:10]([C:14]#[N:15])[CH:11]=2)[NH:6][CH2:5]1.[C:16](O)(=[O:25])[C@H:17]([C:19]1[CH:24]=[CH:23][CH:22]=[CH:21][CH:20]=1)[OH:18].CCN=C=NCCCN(C)C.C1C=CC2N(O)N=NC=2C=1.CN1CCOCC1, predict the reaction product. (2) Given the reactants [Cl:1][C:2]1[C:11]([CH3:12])=[C:10]2[C:5]([C:6]([CH3:15])([CH3:14])[CH2:7][C:8](=[O:13])[NH:9]2)=[CH:4][C:3]=1[CH2:16][CH2:17]Cl.Cl.[N:20]1([C:26]2[C:30]3[CH:31]=[CH:32][CH:33]=[CH:34][C:29]=3[S:28][N:27]=2)[CH2:25][CH2:24][NH:23][CH2:22][CH2:21]1.C(=O)([O-])[O-].[K+].[K+].[I].[K], predict the reaction product. The product is: [S:28]1[C:29]2[CH:34]=[CH:33][CH:32]=[CH:31][C:30]=2[C:26]([N:20]2[CH2:21][CH2:22][N:23]([CH2:17][CH2:16][C:3]3[CH:4]=[C:5]4[C:10](=[C:11]([CH3:12])[C:2]=3[Cl:1])[NH:9][C:8](=[O:13])[CH2:7][C:6]4([CH3:15])[CH3:14])[CH2:24][CH2:25]2)=[N:27]1. (3) Given the reactants [F:1][C:2]([F:18])([F:17])[C:3]1[CH:4]=[C:5]([S:9]([NH:12][CH2:13][C:14]([OH:16])=O)(=[O:11])=[O:10])[CH:6]=[CH:7][CH:8]=1.Cl.Cl.[NH2:21][C@@H:22]1[CH2:26][CH2:25][N:24]([CH:27]2[CH2:32][CH2:31][C:30]([C:34]3[S:35][C:36]([CH2:39][O:40][CH3:41])=[CH:37][N:38]=3)([OH:33])[CH2:29][CH2:28]2)[CH2:23]1, predict the reaction product. The product is: [CH3:41][O:40][CH2:39][C:36]1[S:35][C:34]([C:30]2([OH:33])[CH2:29][CH2:28][CH:27]([N:24]3[CH2:25][CH2:26][C@@H:22]([NH:21][C:14](=[O:16])[CH2:13][NH:12][S:9]([C:5]4[CH:6]=[CH:7][CH:8]=[C:3]([C:2]([F:1])([F:18])[F:17])[CH:4]=4)(=[O:10])=[O:11])[CH2:23]3)[CH2:32][CH2:31]2)=[N:38][CH:37]=1. (4) Given the reactants C([N-]C(C)C)(C)C.[Li+].[O:9]=[C:10]1[NH:19][CH:18]([C:20]2[CH:27]=[CH:26][C:23]([C:24]#[N:25])=[CH:22][CH:21]=2)[C:17]2[C:16](=[O:28])[CH2:15][CH2:14][CH2:13][C:12]=2[N:11]1[C:29]1[CH:34]=[CH:33][CH:32]=[C:31]([C:35]([F:38])([F:37])[F:36])[CH:30]=1.[CH2:39](I)[CH2:40][CH2:41][CH3:42], predict the reaction product. The product is: [CH2:39]([N:19]1[CH:18]([C:20]2[CH:21]=[CH:22][C:23]([C:24]#[N:25])=[CH:26][CH:27]=2)[C:17]2[C:16](=[O:28])[CH2:15][CH2:14][CH2:13][C:12]=2[N:11]([C:29]2[CH:34]=[CH:33][CH:32]=[C:31]([C:35]([F:38])([F:36])[F:37])[CH:30]=2)[C:10]1=[O:9])[CH2:40][CH2:41][CH3:42]. (5) Given the reactants [NH2:1][C:2]1[C:3]2[N:4]([C:8]([C@@H:12]3[CH2:16][CH2:15][CH2:14][N:13]3C(OCC3C=CC=CC=3)=O)=[N:9][C:10]=2Br)[CH:5]=[CH:6][N:7]=1.[S:27]1[C:31]2[CH2:32][CH2:33][CH2:34][CH2:35][C:30]=2[N:29]=[C:28]1[NH:36][C:37](=[O:53])[C:38]1[CH:43]=[CH:42][C:41](B2OC(C)(C)C(C)(C)O2)=[CH:40][CH:39]=1, predict the reaction product. The product is: [NH2:1][C:2]1[C:3]2[N:4]([C:8]([C@@H:12]3[CH2:16][CH2:15][CH2:14][NH:13]3)=[N:9][C:10]=2[C:41]2[CH:42]=[CH:43][C:38]([C:37]([NH:36][C:28]3[S:27][C:31]4[CH2:32][CH2:33][CH2:34][CH2:35][C:30]=4[N:29]=3)=[O:53])=[CH:39][CH:40]=2)[CH:5]=[CH:6][N:7]=1. (6) Given the reactants [CH2:1]([O:3][C:4](=[O:20])/[CH:5]=[C:6](\[C:13]1[CH:18]=[CH:17][C:16](Br)=[CH:15][CH:14]=1)/[C:7]1[CH:12]=[CH:11][CH:10]=[CH:9][CH:8]=1)[CH3:2].[CH3:21][N:22]([CH3:26])[CH2:23][C:24]#[CH:25].ClCCl, predict the reaction product. The product is: [CH2:1]([O:3][C:4](=[O:20])/[CH:5]=[C:6](\[C:13]1[CH:18]=[CH:17][C:16]([C:25]#[C:24][CH2:23][N:22]([CH3:26])[CH3:21])=[CH:15][CH:14]=1)/[C:7]1[CH:12]=[CH:11][CH:10]=[CH:9][CH:8]=1)[CH3:2].